This data is from Full USPTO retrosynthesis dataset with 1.9M reactions from patents (1976-2016). The task is: Predict the reactants needed to synthesize the given product. (1) The reactants are: [C:1]([C:3]1[CH:8]=[CH:7][C:6]([C:9]2[N:13]3[N:14]=[C:15]([C:18]4[CH:38]=[CH:37][C:21]([C:22]([N:24]5[CH2:29][CH2:28][N:27](C(OC(C)(C)C)=O)[CH2:26][CH2:25]5)=[O:23])=[CH:20][CH:19]=4)[CH:16]=[CH:17][C:12]3=[N:11][CH:10]=2)=[CH:5][CH:4]=1)#[N:2].C(O)(C(F)(F)F)=O. Given the product [N:24]1([C:22]([C:21]2[CH:37]=[CH:38][C:18]([C:15]3[CH:16]=[CH:17][C:12]4[N:13]([C:9]([C:6]5[CH:5]=[CH:4][C:3]([C:1]#[N:2])=[CH:8][CH:7]=5)=[CH:10][N:11]=4)[N:14]=3)=[CH:19][CH:20]=2)=[O:23])[CH2:29][CH2:28][NH:27][CH2:26][CH2:25]1, predict the reactants needed to synthesize it. (2) Given the product [F:1][C:2]1[CH:3]=[C:4]([C:9]2[C:14]([CH2:15][CH2:16][CH2:17][CH2:18][CH2:19][CH2:20][CH3:21])=[CH:13][C:12](=[O:22])[N:11]3[C@H:23]([C:26]4[NH:28][N:31]=[N:30][N:29]=4)[CH2:24][S:25][C:10]=23)[CH:5]=[CH:6][C:7]=1[F:8], predict the reactants needed to synthesize it. The reactants are: [F:1][C:2]1[CH:3]=[C:4]([C:9]2[C:14]([CH2:15][CH2:16][CH2:17][CH2:18][CH2:19][CH2:20][CH3:21])=[CH:13][C:12](=[O:22])[N:11]3[CH:23]([C:26]([NH2:28])=O)[CH2:24][S:25][C:10]=23)[CH:5]=[CH:6][C:7]=1[F:8].[N-:29]=[N+:30]=[N-:31].[Na+].[Si](Cl)(Cl)(Cl)Cl. (3) Given the product [F:14][C:15]([F:27])([F:28])[C:16]1[CH:17]=[C:18]([NH:19][C:6](=[O:8])[C:5]2[CH:9]=[CH:10][C:2]([OH:1])=[C:3]([C:11]([NH:19][C:18]3[CH:20]=[C:21]([C:23]([F:24])([F:25])[F:26])[CH:22]=[C:16]([C:15]([F:14])([F:27])[F:28])[CH:17]=3)=[O:13])[CH:4]=2)[CH:20]=[C:21]([C:23]([F:24])([F:25])[F:26])[CH:22]=1, predict the reactants needed to synthesize it. The reactants are: [OH:1][C:2]1[CH:10]=[CH:9][C:5]([C:6]([OH:8])=O)=[CH:4][C:3]=1[C:11]([OH:13])=O.[F:14][C:15]([F:28])([F:27])[C:16]1[CH:17]=[C:18]([CH:20]=[C:21]([C:23]([F:26])([F:25])[F:24])[CH:22]=1)[NH2:19].P(Cl)(Cl)Cl. (4) Given the product [CH3:1][C:2]1[N:10]=[C:9]([O:18][C:12]2[CH:17]=[CH:16][CH:15]=[CH:14][CH:13]=2)[CH:8]=[CH:7][C:3]=1[C:4]([NH2:6])=[O:5], predict the reactants needed to synthesize it. The reactants are: [CH3:1][C:2]1[N:10]=[C:9](Cl)[CH:8]=[CH:7][C:3]=1[C:4]([NH2:6])=[O:5].[C:12]1([OH:18])[CH:17]=[CH:16][CH:15]=[CH:14][CH:13]=1.C(=O)([O-])[O-].[K+].[K+]. (5) Given the product [CH3:23][CH:21]([S:18]([NH:17][CH2:16][CH:15]([O:14][C:13]1[CH:25]=[CH:26][C:10]([C:7]2[CH:6]=[CH:5][C:4]([CH2:3][NH:2][S:36]([C:35]([F:41])([F:40])[F:34])(=[O:38])=[O:37])=[CH:9][CH:8]=2)=[CH:11][CH:12]=1)[CH3:24])(=[O:20])=[O:19])[CH3:22], predict the reactants needed to synthesize it. The reactants are: Cl.[NH2:2][CH2:3][C:4]1[CH:9]=[CH:8][C:7]([C:10]2[CH:26]=[CH:25][C:13]([O:14][CH:15]([CH3:24])[CH2:16][NH:17][S:18]([CH:21]([CH3:23])[CH3:22])(=[O:20])=[O:19])=[CH:12][CH:11]=2)=[CH:6][CH:5]=1.C(N(CC)CC)C.[F:34][C:35]([F:41])([F:40])[S:36](Cl)(=[O:38])=[O:37]. (6) Given the product [C:1]([C:3]1[CH:4]=[CH:5][C:6]([C:7]([N:56]([C@@H:49]([CH:43]2[CH2:48][CH2:47][CH2:46][CH2:45][CH2:44]2)[CH2:50][N:51]2[CH2:52][CH:53]([OH:55])[CH2:54]2)[CH3:57])=[O:9])=[CH:10][CH:11]=1)#[N:2], predict the reactants needed to synthesize it. The reactants are: [C:1]([C:3]1[CH:11]=[CH:10][C:6]([C:7]([OH:9])=O)=[CH:5][CH:4]=1)#[N:2].CCN(C(C)C)C(C)C.CN(C(ON1N=NC2C=CC=CC1=2)=[N+](C)C)C.[B-](F)(F)(F)F.[CH:43]1([C@H:49]([NH:56][CH3:57])[CH2:50][N:51]2[CH2:54][CH:53]([OH:55])[CH2:52]2)[CH2:48][CH2:47][CH2:46][CH2:45][CH2:44]1. (7) Given the product [Si:5]([O:6][CH2:7][C@H:8]([C:10]1[N:47]([CH3:46])[C:12](=[O:11])[C:13]2[C:14]([C:15]=1[C:16]1[CH:21]=[CH:20][C:19]([CH3:22])=[C:18]([CH3:23])[CH:17]=1)=[CH:24][CH:25]=[CH:26][CH:27]=2)[OH:9])([C:2]([CH3:3])([CH3:1])[CH3:4])([C:29]1[CH:34]=[CH:33][CH:32]=[CH:31][CH:30]=1)[C:35]1[CH:40]=[CH:39][CH:38]=[CH:37][CH:36]=1, predict the reactants needed to synthesize it. The reactants are: [CH3:1][C:2]([Si:5]([C:35]1[CH:40]=[CH:39][CH:38]=[CH:37][CH:36]=1)([C:29]1[CH:34]=[CH:33][CH:32]=[CH:31][CH:30]=1)[O:6][CH2:7][C@H:8]([C:10]1[O:11][C:12](=O)[C:13]2[CH:27]=[CH:26][CH:25]=[CH:24][C:14]=2[C:15]=1[C:16]1[CH:21]=[CH:20][C:19]([CH3:22])=[C:18]([CH3:23])[CH:17]=1)[OH:9])([CH3:4])[CH3:3].C1COCC1.[CH3:46][NH2:47].